Dataset: Ames mutagenicity test results for genotoxicity prediction. Task: Regression/Classification. Given a drug SMILES string, predict its toxicity properties. Task type varies by dataset: regression for continuous values (e.g., LD50, hERG inhibition percentage) or binary classification for toxic/non-toxic outcomes (e.g., AMES mutagenicity, cardiotoxicity, hepatotoxicity). Dataset: ames. (1) The drug is CC(C)Cl. The result is 1 (mutagenic). (2) The result is 1 (mutagenic). The drug is O=C(/C=C/c1ccc([N+](=O)[O-])cc1)c1ccc([N+](=O)[O-])cc1. (3) The drug is O=P(OCCCl)(OCCCl)OCCCl. The result is 0 (non-mutagenic). (4) The compound is NNOS(=O)(=O)O. The result is 1 (mutagenic). (5) The molecule is N=P(O)(OCCC(=O)O)N(CCCl)CCCl. The result is 1 (mutagenic). (6) The compound is CN(C)CCCN1C=CN(C)C1/C=N/O. The result is 0 (non-mutagenic).